Dataset: Full USPTO retrosynthesis dataset with 1.9M reactions from patents (1976-2016). Task: Predict the reactants needed to synthesize the given product. (1) Given the product [CH2:1]([O:3][C:4]([C:6]1[C:7]([C:14]2[CH:15]=[N:16][CH:17]=[N:18][CH:19]=2)=[N:8][N:9]([C:26]2[CH:25]=[CH:24][CH:23]=[C:22]([C:21]([F:32])([F:31])[F:20])[CH:27]=2)[C:10]=1[CH:11]1[CH2:13][CH2:12]1)=[O:5])[CH3:2], predict the reactants needed to synthesize it. The reactants are: [CH2:1]([O:3][C:4]([C:6]1[C:7]([C:14]2[CH:15]=[N:16][CH:17]=[N:18][CH:19]=2)=[N:8][NH:9][C:10]=1[CH:11]1[CH2:13][CH2:12]1)=[O:5])[CH3:2].[F:20][C:21]([F:32])([F:31])[C:22]1[CH:23]=[C:24](B(O)O)[CH:25]=[CH:26][CH:27]=1. (2) The reactants are: [N+:1]([C:4]1[CH:9]=[CH:8][C:7]([S:10]([CH3:18])(=[N:12][C:13](=[O:17])[CH2:14][O:15][CH3:16])=[O:11])=[CH:6][CH:5]=1)([O-])=O. Given the product [NH2:1][C:4]1[CH:9]=[CH:8][C:7]([S:10]([CH3:18])(=[N:12][C:13](=[O:17])[CH2:14][O:15][CH3:16])=[O:11])=[CH:6][CH:5]=1, predict the reactants needed to synthesize it. (3) Given the product [CH2:9]([N:10]([CH2:11][CH3:12])[C:13](=[S:14])[S-:15])[CH3:8].[CH2:1]([NH+:3]([CH2:6][CH3:7])[CH2:4][CH3:5])[CH3:2], predict the reactants needed to synthesize it. The reactants are: [CH2:1]([NH+:3]([CH2:6][CH3:7])[CH2:4][CH3:5])[CH3:2].[CH3:8][CH2:9][N:10]([C:13]([SH:15])=[S:14])[CH2:11][CH3:12].C(=S)=S.C(N(CC)CC)C.C(NCC)C. (4) Given the product [F:7][C:8]1[CH:18]=[CH:17][C:11]2[N:12]3[CH:51]=[N:50][C:52]([C:53]([O:55][CH2:56][CH3:57])=[O:54])=[C:13]3[CH2:14][O:15][C:10]=2[C:9]=1[CH2:19][CH2:20][N:21]1[CH2:22][CH2:23][N:24]([C:27]2[CH:36]=[CH:35][CH:34]=[C:33]3[C:28]=2[CH:29]=[CH:30][C:31]([C:37]([F:39])([F:38])[F:40])=[N:32]3)[CH2:25][CH2:26]1, predict the reactants needed to synthesize it. The reactants are: CC(C)([O-])C.[K+].[F:7][C:8]1[CH:18]=[CH:17][C:11]2[NH:12][C:13](=O)[CH2:14][O:15][C:10]=2[C:9]=1[CH2:19][CH2:20][N:21]1[CH2:26][CH2:25][N:24]([C:27]2[CH:36]=[CH:35][CH:34]=[C:33]3[C:28]=2[CH:29]=[CH:30][C:31]([C:37]([F:40])([F:39])[F:38])=[N:32]3)[CH2:23][CH2:22]1.C(OP(Cl)(OCC)=O)C.[N+:50]([CH2:52][C:53]([O:55][CH2:56][CH3:57])=[O:54])#[C-:51]. (5) Given the product [Br:1][C:2]1[CH:10]=[CH:9][C:5]([C:6]([NH:29][CH2:24][CH2:25][CH:26]([CH3:28])[CH3:27])=[O:8])=[CH:4][C:3]=1[F:11], predict the reactants needed to synthesize it. The reactants are: [Br:1][C:2]1[CH:10]=[CH:9][C:5]([C:6]([OH:8])=O)=[CH:4][C:3]=1[F:11].CCN=C=NCCCN(C)C.Cl.[CH2:24]([NH2:29])[CH2:25][CH:26]([CH3:28])[CH3:27].O. (6) Given the product [CH2:1]([O:8][C:9]1[CH:10]=[C:11]2[C:12](=[CH:13][C:14]=1[O:15][CH3:16])[CH:20](/[CH:21]=[CH:22]/[C:23]1[CH:28]=[C:27]([O:29][CH3:30])[C:26]([O:31][CH3:32])=[CH:25][C:24]=1[O:33][CH3:34])[NH:19][CH2:18][CH2:17]2)[C:2]1[CH:7]=[CH:6][CH:5]=[CH:4][CH:3]=1, predict the reactants needed to synthesize it. The reactants are: [CH2:1]([O:8][C:9]1[CH:10]=[C:11]([CH2:17][CH2:18][NH:19][C:20](=O)/[CH:21]=[CH:22]/[C:23]2[CH:28]=[C:27]([O:29][CH3:30])[C:26]([O:31][CH3:32])=[CH:25][C:24]=2[O:33][CH3:34])[CH:12]=[CH:13][C:14]=1[O:15][CH3:16])[C:2]1[CH:7]=[CH:6][CH:5]=[CH:4][CH:3]=1.O=P(Cl)(Cl)Cl.[BH4-].[Na+].